Dataset: Catalyst prediction with 721,799 reactions and 888 catalyst types from USPTO. Task: Predict which catalyst facilitates the given reaction. Reactant: Cl.[F:2][C:3]1[CH:11]=[C:10]2[C:6]([C:7]([C:12]3[CH:22]=[CH:21][C:15]4[N:16]=[C:17]([CH2:19][NH2:20])[O:18][C:14]=4[CH:13]=3)=[CH:8][NH:9]2)=[CH:5][CH:4]=1.Cl[CH2:24][CH2:25][S:26](Cl)(=[O:28])=[O:27]. Product: [F:2][C:3]1[CH:11]=[C:10]2[C:6]([C:7]([C:12]3[CH:22]=[CH:21][C:15]4[N:16]=[C:17]([CH2:19][NH:20][S:26]([CH:25]=[CH2:24])(=[O:28])=[O:27])[O:18][C:14]=4[CH:13]=3)=[CH:8][NH:9]2)=[CH:5][CH:4]=1. The catalyst class is: 91.